Task: Regression. Given two drug SMILES strings and cell line genomic features, predict the synergy score measuring deviation from expected non-interaction effect.. Dataset: NCI-60 drug combinations with 297,098 pairs across 59 cell lines (1) Synergy scores: CSS=-0.540, Synergy_ZIP=0.520, Synergy_Bliss=1.01, Synergy_Loewe=-0.175, Synergy_HSA=-0.505. Drug 1: CS(=O)(=O)CCNCC1=CC=C(O1)C2=CC3=C(C=C2)N=CN=C3NC4=CC(=C(C=C4)OCC5=CC(=CC=C5)F)Cl. Cell line: IGROV1. Drug 2: CN(C(=O)NC(C=O)C(C(C(CO)O)O)O)N=O. (2) Drug 1: CC1C(C(=O)NC(C(=O)N2CCCC2C(=O)N(CC(=O)N(C(C(=O)O1)C(C)C)C)C)C(C)C)NC(=O)C3=C4C(=C(C=C3)C)OC5=C(C(=O)C(=C(C5=N4)C(=O)NC6C(OC(=O)C(N(C(=O)CN(C(=O)C7CCCN7C(=O)C(NC6=O)C(C)C)C)C)C(C)C)C)N)C. Drug 2: CCCCCOC(=O)NC1=NC(=O)N(C=C1F)C2C(C(C(O2)C)O)O. Cell line: NCI/ADR-RES. Synergy scores: CSS=-0.645, Synergy_ZIP=2.57, Synergy_Bliss=3.61, Synergy_Loewe=-1.01, Synergy_HSA=-0.476. (3) Drug 1: C1=CC(=CC=C1CCCC(=O)O)N(CCCl)CCCl. Drug 2: C(CC(=O)O)C(=O)CN.Cl. Cell line: OVCAR-8. Synergy scores: CSS=14.7, Synergy_ZIP=-8.53, Synergy_Bliss=-3.27, Synergy_Loewe=-18.1, Synergy_HSA=-4.90. (4) Drug 1: CC(CN1CC(=O)NC(=O)C1)N2CC(=O)NC(=O)C2. Drug 2: CN1C(=O)N2C=NC(=C2N=N1)C(=O)N. Cell line: UACC62. Synergy scores: CSS=15.7, Synergy_ZIP=-1.26, Synergy_Bliss=1.87, Synergy_Loewe=-2.47, Synergy_HSA=-0.185. (5) Drug 1: C1=CC(=CC=C1CCC2=CNC3=C2C(=O)NC(=N3)N)C(=O)NC(CCC(=O)O)C(=O)O. Drug 2: CN(C(=O)NC(C=O)C(C(C(CO)O)O)O)N=O. Cell line: SN12C. Synergy scores: CSS=22.5, Synergy_ZIP=-3.94, Synergy_Bliss=-0.733, Synergy_Loewe=-4.63, Synergy_HSA=0.967. (6) Cell line: HCT-15. Synergy scores: CSS=1.96, Synergy_ZIP=-1.82, Synergy_Bliss=-0.909, Synergy_Loewe=-3.06, Synergy_HSA=-2.70. Drug 1: CS(=O)(=O)C1=CC(=C(C=C1)C(=O)NC2=CC(=C(C=C2)Cl)C3=CC=CC=N3)Cl. Drug 2: CC1CCCC2(C(O2)CC(NC(=O)CC(C(C(=O)C(C1O)C)(C)C)O)C(=CC3=CSC(=N3)C)C)C. (7) Drug 2: CCC1(C2=C(COC1=O)C(=O)N3CC4=CC5=C(C=CC(=C5CN(C)C)O)N=C4C3=C2)O.Cl. Cell line: MALME-3M. Drug 1: C1CN1P(=S)(N2CC2)N3CC3. Synergy scores: CSS=12.4, Synergy_ZIP=-1.53, Synergy_Bliss=-2.24, Synergy_Loewe=-0.661, Synergy_HSA=0.582. (8) Drug 1: COC1=C(C=C2C(=C1)N=CN=C2NC3=CC(=C(C=C3)F)Cl)OCCCN4CCOCC4. Drug 2: CS(=O)(=O)CCNCC1=CC=C(O1)C2=CC3=C(C=C2)N=CN=C3NC4=CC(=C(C=C4)OCC5=CC(=CC=C5)F)Cl. Cell line: SW-620. Synergy scores: CSS=7.32, Synergy_ZIP=6.59, Synergy_Bliss=5.92, Synergy_Loewe=1.55, Synergy_HSA=1.93.